This data is from Full USPTO retrosynthesis dataset with 1.9M reactions from patents (1976-2016). The task is: Predict the reactants needed to synthesize the given product. (1) The reactants are: [CH3:1][N:2]1[C:6]([C:7](=[O:24])[NH:8][C:9]2[CH:14]=[CH:13][N:12]3[N:15]=[C:16]([C:18]4[CH:19]=[N:20][CH:21]=[CH:22][CH:23]=4)[N:17]=[C:11]3[CH:10]=2)=[C:5]([C:25]([OH:27])=O)[CH:4]=[N:3]1.Cl.[C@H:29]12[CH2:35][C@H:32]([NH:33][CH2:34]1)[CH2:31][O:30]2.CCCP(=O)=O.C(N(CC)C(C)C)(C)C. Given the product [N:20]1[CH:21]=[CH:22][CH:23]=[C:18]([C:16]2[N:17]=[C:11]3[CH:10]=[C:9]([NH:8][C:7]([C:6]4[N:2]([CH3:1])[N:3]=[CH:4][C:5]=4[C:25]([N:33]4[CH2:34][C@H:29]5[CH2:35][C@@H:32]4[CH2:31][O:30]5)=[O:27])=[O:24])[CH:14]=[CH:13][N:12]3[N:15]=2)[CH:19]=1, predict the reactants needed to synthesize it. (2) Given the product [CH2:41]([NH:48][C:17]([C:13]1[CH:12]=[C:11]2[C:16](=[CH:15][CH:14]=1)[N:8]([CH2:7][CH:4]1[CH2:3][CH2:2][O:1][CH2:6][CH2:5]1)[CH:9]=[C:10]2[C:20]([CH:22]1[C:23]([CH3:27])([CH3:28])[C:24]1([CH3:25])[CH3:26])=[O:21])=[O:19])[CH2:42][CH2:43][CH2:44][CH2:45][CH2:46][CH3:47], predict the reactants needed to synthesize it. The reactants are: [O:1]1[CH2:6][CH2:5][CH:4]([CH2:7][N:8]2[C:16]3[C:11](=[CH:12][C:13]([C:17]([OH:19])=O)=[CH:14][CH:15]=3)[C:10]([C:20]([CH:22]3[C:24]([CH3:26])([CH3:25])[C:23]3([CH3:28])[CH3:27])=[O:21])=[CH:9]2)[CH2:3][CH2:2]1.C(N1C=CN=C1)(N1C=CN=C1)=O.[CH2:41]([NH2:48])[CH2:42][CH2:43][CH2:44][CH2:45][CH2:46][CH3:47]. (3) Given the product [F:22][C:21]([F:23])([F:24])[C:17]1[CH:16]=[C:15]([CH:20]=[CH:19][CH:18]=1)[C:14]([NH:13][C:9]1[CH:8]=[C:7]([C:5]2[N:35]3[N:36]=[C:32]([C:31]([OH:27])=[O:40])[CH:33]=[C:34]3[N:37]=[CH:3][CH:4]=2)[CH:12]=[CH:11][CH:10]=1)=[O:25], predict the reactants needed to synthesize it. The reactants are: CN(C)[CH:3]=[CH:4][C:5]([C:7]1[CH:8]=[C:9]([NH:13][C:14](=[O:25])[C:15]2[CH:20]=[CH:19][CH:18]=[C:17]([C:21]([F:24])([F:23])[F:22])[CH:16]=2)[CH:10]=[CH:11][CH:12]=1)=O.[O:27]1[C:31]([C:32]2[CH:33]=[C:34]([NH2:37])[NH:35][N:36]=2)=CC=N1.C(O)(=[O:40])C. (4) The reactants are: [NH:1]1[CH2:5][CH2:4][C@@H:3]([O:6][C:7]2[CH:8]=[N:9][CH:10]=[CH:11][CH:12]=2)[CH2:2]1.C=O.[BH3-][C:16]#N.[Na+].FC(F)(F)C(O)=O.[OH-].[Na+]. Given the product [CH3:16][N:1]1[CH2:5][CH2:4][C@@H:3]([O:6][C:7]2[CH:8]=[N:9][CH:10]=[CH:11][CH:12]=2)[CH2:2]1, predict the reactants needed to synthesize it. (5) Given the product [Cl:1][C:2]1[CH:10]=[CH:9][CH:8]=[C:7]([N+:11]([O-:13])=[O:12])[C:3]=1[C:4]([NH:34][C:33]1[CH:35]=[CH:36][CH:37]=[C:31]([O:30][CH2:29][C:28]([F:27])([F:38])[F:39])[CH:32]=1)=[O:6], predict the reactants needed to synthesize it. The reactants are: [Cl:1][C:2]1[CH:10]=[CH:9][CH:8]=[C:7]([N+:11]([O-:13])=[O:12])[C:3]=1[C:4]([OH:6])=O.C(Cl)(=O)C(Cl)=O.C(N(CC)CC)C.[F:27][C:28]([F:39])([F:38])[CH2:29][O:30][C:31]1[CH:32]=[C:33]([CH:35]=[CH:36][CH:37]=1)[NH2:34].Cl.